This data is from Forward reaction prediction with 1.9M reactions from USPTO patents (1976-2016). The task is: Predict the product of the given reaction. (1) Given the reactants [H-].[Na+].[NH:3]1[CH2:8][CH2:7][O:6][CH2:5][CH2:4]1.Br[CH2:10][C:11]1[C:18]([C:19]#[N:20])=[C:17]([OH:21])[C:16]([O:22][CH3:23])=[CH:15][C:12]=1[C:13]#[N:14], predict the reaction product. The product is: [OH:21][C:17]1[C:16]([O:22][CH3:23])=[CH:15][C:12]([C:13]#[N:14])=[C:11]([CH2:10][N:3]2[CH2:8][CH2:7][O:6][CH2:5][CH2:4]2)[C:18]=1[C:19]#[N:20]. (2) Given the reactants Cl[C:2]1[N:11]([CH3:12])[C:10](=[O:13])[C:9]2[C:4](=[CH:5][C:6]([C:14]([O:16][CH3:17])=[O:15])=[CH:7][CH:8]=2)[N:3]=1.C(N(CC)C(C)C)(C)C.[Cl:27][C:28]1[CH:35]=[CH:34][C:31]([CH2:32][NH2:33])=[CH:30][CH:29]=1, predict the reaction product. The product is: [Cl:27][C:28]1[CH:35]=[CH:34][C:31]([CH2:32][NH:33][C:2]2[N:11]([CH3:12])[C:10](=[O:13])[C:9]3[C:4](=[CH:5][C:6]([C:14]([O:16][CH3:17])=[O:15])=[CH:7][CH:8]=3)[N:3]=2)=[CH:30][CH:29]=1. (3) The product is: [CH3:44][O:43][C:38]1[C:39]([O:41][CH3:42])=[CH:40][C:35]([CH:21]([NH:22][C:23]2[CH:24]=[CH:25][C:26]([C:29]3[N:33]=[C:32]([CH3:34])[O:31][N:30]=3)=[CH:27][CH:28]=2)[C:20]2[NH:19][C:18](=[O:17])[N:1]([C:3]3[N:8]=[CH:7][CH:6]=[CH:5][N:4]=3)[N:2]=2)=[CH:36][C:37]=1[CH2:10][C:9]#[N:11]. Given the reactants [NH:1]([C:3]1[N:8]=[CH:7][CH:6]=[CH:5][N:4]=1)[NH2:2].[CH2:9]([N:11](CC)CC)[CH3:10].C[O:17][C:18](=O)[N:19]=[C:20](SC)[C:21]([C:35]1[CH:40]=[C:39]([O:41][CH3:42])[C:38]([O:43][CH3:44])=[CH:37][C:36]=1CC#N)=[N:22][C:23]1[CH:28]=[CH:27][C:26]([C:29]2[N:33]=[C:32]([CH3:34])[O:31][N:30]=2)=[CH:25][CH:24]=1, predict the reaction product. (4) Given the reactants [Cl:1][C:2]1[CH:7]=[CH:6][C:5]([C:8]([C:10]2[CH:15]=[C:14]([CH:16]([CH3:18])[CH3:17])[C:13]([OH:19])=[CH:12][C:11]=2[CH3:20])=[O:9])=[CH:4][CH:3]=1.OS([O-])(=O)=O.[Na+].[CH3:27][N:28](C=O)C, predict the reaction product. The product is: [Cl:1][C:2]1[CH:7]=[CH:6][C:5]([C:8]([C:10]2[C:11]([CH3:20])=[C:12]([C:13]([OH:19])=[C:14]([CH:16]([CH3:17])[CH3:18])[CH:15]=2)[C:27]#[N:28])=[O:9])=[CH:4][CH:3]=1. (5) Given the reactants I[C:2]1[C:7]([C:8]([O:10][CH3:11])=[O:9])=[C:6]([O:12][CH3:13])[N:5]=[CH:4][CH:3]=1.[CH2:14]([N:19]1[C:27](=[O:28])[C:26]2[C:21](=[CH:22][CH:23]=[CH:24][CH:25]=2)[C:20]1=[O:29])[CH2:15][CH2:16][C:17]#[CH:18].C(N(CC)CC)C.C([O-])([O-])=O.[K+].[K+], predict the reaction product. The product is: [O:29]=[C:20]1[C:21]2[C:26](=[CH:25][CH:24]=[CH:23][CH:22]=2)[C:27](=[O:28])[N:19]1[CH2:14][CH2:15][CH2:16][C:17]#[C:18][C:2]1[C:7]([C:8]([O:10][CH3:11])=[O:9])=[C:6]([O:12][CH3:13])[N:5]=[CH:4][CH:3]=1. (6) Given the reactants Cl.COC1C=CC(C[N:9]2[C:18]3[C:13](=[CH:14][CH:15]=[CH:16][CH:17]=3)[C:12](=[O:19])[C:11]([C:20]([C:22]3[CH:27]=[CH:26][C:25]([CH3:28])=[CH:24][N:23]=3)=[O:21])=[CH:10]2)=CC=1, predict the reaction product. The product is: [CH3:28][C:25]1[CH:26]=[CH:27][C:22]([C:20]([C:11]2[C:12](=[O:19])[C:13]3[C:18](=[CH:17][CH:16]=[CH:15][CH:14]=3)[NH:9][CH:10]=2)=[O:21])=[N:23][CH:24]=1. (7) Given the reactants [Cl:1][C:2]1[CH:7]=[CH:6][C:5]([C:8]2[CH:13]=[C:12]([C:14]([OH:17])([CH3:16])[CH3:15])[N:11]3[N:18]=[CH:19][C:20]([C:21]#[CH:22])=[C:10]3[N:9]=2)=[CH:4][CH:3]=1.Br[C:24]1[S:28][C:27]([S:29]([NH2:32])(=[O:31])=[O:30])=[CH:26][CH:25]=1, predict the reaction product. The product is: [Cl:1][C:2]1[CH:7]=[CH:6][C:5]([C:8]2[CH:13]=[C:12]([C:14]([OH:17])([CH3:16])[CH3:15])[N:11]3[N:18]=[CH:19][C:20]([C:21]#[C:22][C:24]4[S:28][C:27]([S:29]([NH2:32])(=[O:31])=[O:30])=[CH:26][CH:25]=4)=[C:10]3[N:9]=2)=[CH:4][CH:3]=1.